This data is from Catalyst prediction with 721,799 reactions and 888 catalyst types from USPTO. The task is: Predict which catalyst facilitates the given reaction. (1) Reactant: Cl.[Si:2]([O:19][CH2:20][CH2:21]/[CH:22]=[CH:23]/[C@@H:24]([NH2:29])[CH2:25][CH:26]([CH3:28])[CH3:27])([C:15]([CH3:18])([CH3:17])[CH3:16])([C:9]1[CH:14]=[CH:13][CH:12]=[CH:11][CH:10]=1)[C:3]1[CH:8]=[CH:7][CH:6]=[CH:5][CH:4]=1.CCN(CC)CC.[CH3:37][C:38]([O:41][C:42](O[C:42]([O:41][C:38]([CH3:40])([CH3:39])[CH3:37])=[O:43])=[O:43])([CH3:40])[CH3:39]. Product: [Si:2]([O:19][CH2:20][CH2:21]/[CH:22]=[CH:23]/[C@@H:24]([NH:29][C:42](=[O:43])[O:41][C:38]([CH3:40])([CH3:39])[CH3:37])[CH2:25][CH:26]([CH3:27])[CH3:28])([C:15]([CH3:17])([CH3:18])[CH3:16])([C:9]1[CH:10]=[CH:11][CH:12]=[CH:13][CH:14]=1)[C:3]1[CH:4]=[CH:5][CH:6]=[CH:7][CH:8]=1. The catalyst class is: 2. (2) Reactant: [C:1]1([NH2:8])[CH:6]=[CH:5][CH:4]=[CH:3][C:2]=1[NH2:7].[N+:9]([C:12]1[CH:20]=[CH:19][C:15]([C:16](Cl)=[O:17])=[CH:14][CH:13]=1)([O-:11])=[O:10]. Product: [NH2:7][C:2]1[CH:3]=[CH:4][CH:5]=[CH:6][C:1]=1[NH:8][C:16](=[O:17])[C:15]1[CH:14]=[CH:13][C:12]([N+:9]([O-:11])=[O:10])=[CH:20][CH:19]=1. The catalyst class is: 4. (3) Reactant: Cl[C:2]1[C:11]2[C:6](=[CH:7][C:8]([F:13])=[CH:9][C:10]=2[F:12])[N:5]=[C:4]([N:14]([C:22]2[CH:27]=[CH:26][CH:25]=[CH:24][N:23]=2)[C:15](=[O:21])[O:16][C:17]([CH3:20])([CH3:19])[CH3:18])[C:3]=1[CH3:28].[CH3:29][C:30]1([CH3:45])[C:34]2=[N:35][CH:36]=[C:37]([N:39]3[CH2:44][CH2:43][O:42][CH2:41][CH2:40]3)[CH:38]=[C:33]2[NH:32][CH2:31]1.CC(C1C=C(C(C)C)C(C2C=CC=CC=2P(C2CCCCC2)C2CCCCC2)=C(C(C)C)C=1)C.CC(C)([O-])C.[Na+]. Product: [CH3:29][C:30]1([CH3:45])[C:34]2=[N:35][CH:36]=[C:37]([N:39]3[CH2:44][CH2:43][O:42][CH2:41][CH2:40]3)[CH:38]=[C:33]2[N:32]([C:2]2[C:11]3[C:6](=[CH:7][C:8]([F:13])=[CH:9][C:10]=3[F:12])[N:5]=[C:4]([N:14]([C:22]3[CH:27]=[CH:26][CH:25]=[CH:24][N:23]=3)[C:15](=[O:21])[O:16][C:17]([CH3:20])([CH3:19])[CH3:18])[C:3]=2[CH3:28])[CH2:31]1. The catalyst class is: 187. (4) Reactant: [Br:1][C:2]1[CH:3]=[C:4]([CH:8]=[O:9])[CH:5]=[N:6][CH:7]=1.[C:10]12(CS(O)(=O)=O)C(C)(C)C(CC1)C[C:11]2=[O:12]. Product: [Br:1][C:2]1[CH:7]=[N:6][CH:5]=[C:4]([CH:8]2[O:12][CH2:11][CH2:10][O:9]2)[CH:3]=1. The catalyst class is: 48. (5) Reactant: Br[C:2]1[N:3]([C:18]2[CH:19]=[CH:20][C:21]([C:24]([F:27])([F:26])[F:25])=[N:22][CH:23]=2)[C:4]([C:8]2[C:13]([F:14])=[CH:12][C:11]([O:15][CH3:16])=[CH:10][C:9]=2[F:17])=[C:5]([Cl:7])[N:6]=1.[CH3:28]B1OB(C)OB(C)O1.C(=O)([O-])[O-].[Cs+].[Cs+]. Product: [Cl:7][C:5]1[N:6]=[C:2]([CH3:28])[N:3]([C:18]2[CH:19]=[CH:20][C:21]([C:24]([F:27])([F:26])[F:25])=[N:22][CH:23]=2)[C:4]=1[C:8]1[C:13]([F:14])=[CH:12][C:11]([O:15][CH3:16])=[CH:10][C:9]=1[F:17]. The catalyst class is: 551. (6) Reactant: [OH:1][C:2]1[C:11]2[C:6](=[CH:7][CH:8]=[CH:9][CH:10]=2)[CH:5]=[CH:4][C:3]=1[C:12]([O:14][CH3:15])=[O:13].[CH3:16][C@@H:17](O)[CH2:18][CH:19]=[CH2:20].C1(P(C2C=CC=CC=2)C2C=CC=CC=2)C=CC=CC=1.N(/C(OCC)=O)=N/C(OCC)=O. Product: [CH3:20][C@H:19]([O:1][C:2]1[C:11]2[C:6](=[CH:7][CH:8]=[CH:9][CH:10]=2)[CH:5]=[CH:4][C:3]=1[C:12]([O:14][CH3:15])=[O:13])[CH2:18][CH:17]=[CH2:16]. The catalyst class is: 1.